Dataset: hERG Central: cardiac toxicity at 1µM, 10µM, and general inhibition. Task: Predict hERG channel inhibition at various concentrations. (1) The compound is CCN(CC)CCOCCOc1ccc(Cl)c2ccccc12. Results: hERG_inhib (hERG inhibition (general)): blocker. (2) The molecule is CCC1CCCCN1CCCNC(=O)c1ccc2nc(N3CCC(C)CC3)sc2c1. Results: hERG_inhib (hERG inhibition (general)): blocker. (3) The molecule is CC1CCN(C(=O)C(NS(=O)(=O)c2cccc3nsnc23)c2ccccc2)CC1. Results: hERG_inhib (hERG inhibition (general)): blocker. (4) The molecule is O=C1COc2ccc(S(=O)(=O)CCC(=O)N3CCN(c4cccc(Cl)c4)CC3)cc2N1. Results: hERG_inhib (hERG inhibition (general)): blocker. (5) Results: hERG_inhib (hERG inhibition (general)): blocker. The drug is CCCCCCNCC(=O)N1CCC(Cc2ccccc2)CC1. (6) The drug is Cc1ccc(-c2ccc(/C=C3\SC(N4CCOCC4)=NC3=O)o2)cc1. Results: hERG_inhib (hERG inhibition (general)): blocker. (7) The molecule is CCOC(=O)C1(Cc2cccc(OC)c2)CCN(Cc2cccn2-c2nccs2)CC1. Results: hERG_inhib (hERG inhibition (general)): blocker. (8) The compound is c1csc(-c2nnc(NC3CCCCC3)c3ccccc23)c1. Results: hERG_inhib (hERG inhibition (general)): blocker. (9) The molecule is CCN(CC)S(=O)(=O)c1ccc(N2CCN(c3ccccc3O)CC2)nc1. Results: hERG_inhib (hERG inhibition (general)): blocker.